Task: Predict which catalyst facilitates the given reaction.. Dataset: Catalyst prediction with 721,799 reactions and 888 catalyst types from USPTO (1) Reactant: Cl.[Br:2][C:3]1[CH:8]=[CH:7][C:6]([CH:9](C(OC)=O)[C:10]([O:12]C)=[O:11])=[C:5]([N+:18]([O-:20])=[O:19])[CH:4]=1.O. Product: [Br:2][C:3]1[CH:8]=[CH:7][C:6]([CH2:9][C:10]([OH:12])=[O:11])=[C:5]([N+:18]([O-:20])=[O:19])[CH:4]=1. The catalyst class is: 16. (2) Reactant: [Sn](Cl)(Cl)(Cl)Cl.[C:6]([C:8]1[CH:9]=[C:10]([NH:15][NH2:16])[CH:11]=[CH:12][C:13]=1[F:14])#[N:7].[F:17][C:18]([F:26])([F:25])[C:19](=O)[CH2:20][C:21](=O)[CH3:22]. Product: [C:6]([C:8]1[CH:9]=[C:10]([N:15]2[C:21]([CH3:22])=[CH:20][C:19]([C:18]([F:26])([F:25])[F:17])=[N:16]2)[CH:11]=[CH:12][C:13]=1[F:14])#[N:7]. The catalyst class is: 8. (3) Reactant: [OH:1][C:2]1[CH:3]=[C:4]([CH:9]=[C:10]([O:12][C:13]([C:15]2[CH:20]=[CH:19][CH:18]=[CH:17][CH:16]=2)=[O:14])[CH:11]=1)[C:5]([O:7][CH3:8])=[O:6].[CH3:21][O:22][CH2:23][C@H](O)C.C1(P(C2C=CC=CC=2)C2C=CC=CC=2)C=CC=CC=1.N(C(OC(C)C)=O)=NC(OC(C)C)=O.C[O-].[Na+]. Product: [OH:1][C:2]1[CH:3]=[C:4]([CH:9]=[C:10]([O:12][C@@H:13]([CH3:15])[CH2:21][O:22][CH3:23])[CH:11]=1)[C:5]([OH:7])=[O:6].[OH:1][C:2]1[CH:3]=[C:4]([CH:9]=[C:10]([O:12][C:13]([C:15]2[CH:20]=[CH:19][CH:18]=[CH:17][CH:16]=2)=[O:14])[CH:11]=1)[C:5]([O:7][CH3:8])=[O:6]. The catalyst class is: 11.